From a dataset of Forward reaction prediction with 1.9M reactions from USPTO patents (1976-2016). Predict the product of the given reaction. (1) The product is: [NH:1]1[C:2]2[CH:7]=[CH:6][CH:5]=[CH:4][C:3]=2[N:8]=[C:11]1[C@@H:10]([OH:9])[CH3:14]. Given the reactants [NH2:1][C:2]1[CH:7]=[CH:6][CH:5]=[CH:4][C:3]=1[NH2:8].[OH:9][C@H:10]([CH3:14])[C:11](O)=O.ClC1C=C(N=C=O)C=CC=1Cl, predict the reaction product. (2) Given the reactants [Cl:1][C:2]1[CH:8]=[CH:7][C:5]([NH2:6])=[C:4]([O:9][CH3:10])[CH:3]=1.[C:11](O[C:11]([O:13][C:14]([CH3:17])([CH3:16])[CH3:15])=[O:12])([O:13][C:14]([CH3:17])([CH3:16])[CH3:15])=[O:12], predict the reaction product. The product is: [Cl:1][C:2]1[CH:8]=[CH:7][C:5]([NH:6][C:11](=[O:12])[O:13][C:14]([CH3:17])([CH3:16])[CH3:15])=[C:4]([O:9][CH3:10])[CH:3]=1. (3) The product is: [Cl:1][C:2]1[CH:3]=[CH:4][C:5]([C:8]2[CH:9]=[CH:10][C:11]([CH3:25])=[C:12]([CH:14]3[C:15](=[O:24])[CH:16]([CH2:21][C:22]#[CH:23])[CH2:17][C:18]3=[O:19])[CH:13]=2)=[CH:6][CH:7]=1. Given the reactants [Cl:1][C:2]1[CH:7]=[CH:6][C:5]([C:8]2[CH:9]=[CH:10][C:11]([CH3:25])=[C:12]([C:14]3[C:15](=[O:24])[CH:16]([CH2:21][C:22]#[CH:23])[CH2:17][C:18]=3[O:19]C)[CH:13]=2)=[CH:4][CH:3]=1, predict the reaction product. (4) Given the reactants [O:1]1[C:5]2[CH:6]=[CH:7][CH:8]=[CH:9][C:4]=2[CH:3]=[C:2]1[C:10]1[N:19]=[C:18]([Cl:20])[C:17]2[C:12](=[CH:13][CH:14]=[CH:15][CH:16]=2)[N:11]=1.[CH3:21][N:22]([CH3:28])[CH2:23][CH2:24][CH2:25][CH2:26][NH2:27], predict the reaction product. The product is: [ClH:20].[ClH:20].[O:1]1[C:5]2[CH:6]=[CH:7][CH:8]=[CH:9][C:4]=2[CH:3]=[C:2]1[C:10]1[N:19]=[C:18]([NH:27][CH2:26][CH2:25][CH2:24][CH2:23][N:22]([CH3:28])[CH3:21])[C:17]2[C:12](=[CH:13][CH:14]=[CH:15][CH:16]=2)[N:11]=1. (5) Given the reactants [CH3:1][C:2]([CH3:23])([S@:4]([NH:6][C@@H:7]([C:17]1[CH:22]=[CH:21][CH:20]=[CH:19][CH:18]=1)[C:8]1[CH:16]=[CH:15][C:11]([C:12](O)=[O:13])=[CH:10][CH:9]=1)=[O:5])[CH3:3].[CH3:24][O:25][C:26]1[CH:35]=[CH:34][C:29]2[N:30]=[C:31]([NH2:33])[S:32][C:28]=2[CH:27]=1, predict the reaction product. The product is: [CH3:1][C:2]([CH3:23])([S@:4]([NH:6][C@@H:7]([C:17]1[CH:22]=[CH:21][CH:20]=[CH:19][CH:18]=1)[C:8]1[CH:16]=[CH:15][C:11]([C:12]([NH:33][C:31]2[S:32][C:28]3[CH:27]=[C:26]([O:25][CH3:24])[CH:35]=[CH:34][C:29]=3[N:30]=2)=[O:13])=[CH:10][CH:9]=1)=[O:5])[CH3:3]. (6) The product is: [CH2:18]([O:25][C:26]1[CH:34]=[CH:33][C:32]([S:35]([CH3:38])(=[O:37])=[O:36])=[CH:31][C:27]=1[C:28]([N:15]1[CH2:16][CH2:17][N:12]([C:3]2[CH:4]=[CH:5][C:6]([S:8]([CH3:11])(=[O:10])=[O:9])=[CH:7][C:2]=2[F:1])[CH2:13][CH2:14]1)=[O:29])[C:19]1[CH:20]=[CH:21][CH:22]=[CH:23][CH:24]=1. Given the reactants [F:1][C:2]1[CH:7]=[C:6]([S:8]([CH3:11])(=[O:10])=[O:9])[CH:5]=[CH:4][C:3]=1[N:12]1[CH2:17][CH2:16][NH:15][CH2:14][CH2:13]1.[CH2:18]([O:25][C:26]1[CH:34]=[CH:33][C:32]([S:35]([CH3:38])(=[O:37])=[O:36])=[CH:31][C:27]=1[C:28](O)=[O:29])[C:19]1[CH:24]=[CH:23][CH:22]=[CH:21][CH:20]=1, predict the reaction product. (7) Given the reactants N[C@@H](C)CNC1SC([C:11](OCC)=[O:12])=C(C)N=1.[NH2:17][CH2:18][C@H:19]([NH:21][C:22]1[S:23][C:24]([C:28]([O:30][CH2:31][CH3:32])=[O:29])=[C:25]([CH3:27])[N:26]=1)[CH3:20], predict the reaction product. The product is: [CH3:27][C:25]1[N:26]=[C:22]([N:21]2[C@H:19]([CH3:20])[CH2:18][NH:17][C:11]2=[O:12])[S:23][C:24]=1[C:28]([O:30][CH2:31][CH3:32])=[O:29].